Dataset: Reaction yield outcomes from USPTO patents with 853,638 reactions. Task: Predict the reaction yield, written as a fraction of the theoretical maximum amount of product (1.0 means a 100% yield; for example, 0.34 means a 34% yield). (1) The reactants are COC([O:7][CH3:8])N(C)C.C[C:10]1[CH:17]=[CH:16][CH:15]=[C:14]([N+:18]([O-:20])=[O:19])[C:11]=1[C:12]#[N:13].P([O-])([O-])([O-])=O. The catalyst is CN(C=O)C.C1COCC1. The product is [CH:8]([C:10]1[CH:17]=[CH:16][CH:15]=[C:14]([N+:18]([O-:20])=[O:19])[C:11]=1[C:12]#[N:13])=[O:7]. The yield is 0.190. (2) The reactants are [C:1]([C@@H:4]1[CH2:7][C@H:6]([C:8]([O:10][C:11]([CH3:14])([CH3:13])[CH3:12])=[O:9])[C:5]1([CH3:16])[CH3:15])(=[O:3])C.[O:17]1CCOCC1. No catalyst specified. The product is [C:11]([O:10][C:8]([C@H:6]1[CH2:7][C@@H:4]([C:1]([OH:3])=[O:17])[C:5]1([CH3:16])[CH3:15])=[O:9])([CH3:14])([CH3:13])[CH3:12]. The yield is 0.780. (3) The reactants are [B-:1]([F:5])([F:4])([F:3])[F:2].[B-](F)(F)(F)F.[CH2:11]1[N+:16]2([CH2:19][Cl:20])[CH2:17][CH2:18][N+:13](F)([CH2:14][CH2:15]2)[CH2:12]1.OS(O)(=O)=O. The catalyst is C(#N)C. The product is [F:2][B-:1]([F:5])([F:4])[F:3].[Cl:20][CH2:19][N+:16]12[CH2:17][CH2:18][N:13]([CH2:12][CH2:11]1)[CH2:14][CH2:15]2. The yield is 0.980.